From a dataset of Catalyst prediction with 721,799 reactions and 888 catalyst types from USPTO. Predict which catalyst facilitates the given reaction. (1) The catalyst class is: 15. Product: [N+:1]([C:4]1[CH:8]=[N:7][N:6]2[C:14]([C:16]3[CH:17]=[C:18]([N:22]([CH2:29][CH2:30][CH2:31][CH3:32])[S:23]([CH:26]([CH3:27])[CH3:28])(=[O:25])=[O:24])[CH:19]=[CH:20][CH:21]=3)=[CH:13][CH:12]=[N:9][C:5]=12)([O-:3])=[O:2]. Reactant: [N+:1]([C:4]1[CH:8]=[N:7][NH:6][C:5]=1[NH2:9])([O-:3])=[O:2].CN(C)[CH:12]=[CH:13][C:14]([C:16]1[CH:17]=[C:18]([N:22]([CH2:29][CH2:30][CH2:31][CH3:32])[S:23]([CH:26]([CH3:28])[CH3:27])(=[O:25])=[O:24])[CH:19]=[CH:20][CH:21]=1)=O.C(OCC)(=O)C. (2) Reactant: [Cl:1][C:2]1[N:7]=[CH:6][C:5]2[C:8](I)=[N:9][N:10]([CH:11]([CH3:13])[CH3:12])[C:4]=2[CH:3]=1.Cl.[NH2:16][CH:17]1[CH2:21][NH:20][C:19](=[O:22])[CH2:18]1.C1(P(C2C=CC=CC=2)C2C3OC4C(=CC=CC=4P(C4C=CC=CC=4)C4C=CC=CC=4)C(C)(C)C=3C=CC=2)C=CC=CC=1.C(=O)([O-])[O-].[Cs+].[Cs+]. Product: [NH2:16][CH:17]1[CH2:21][N:20]([C:8]2[C:5]3[CH:6]=[N:7][C:2]([Cl:1])=[CH:3][C:4]=3[N:10]([CH:11]([CH3:13])[CH3:12])[N:9]=2)[C:19](=[O:22])[CH2:18]1. The catalyst class is: 62.